Dataset: Forward reaction prediction with 1.9M reactions from USPTO patents (1976-2016). Task: Predict the product of the given reaction. Given the reactants [NH2:1][C:2]1[C:7]([N+:8]([O-:10])=[O:9])=[CH:6][CH:5]=[CH:4][C:3]=1[OH:11].CN(C)C=O.C(=O)([O-])[O-].[K+].[K+].Br[CH2:24][C:25]([O:27][C:28]([CH3:31])([CH3:30])[CH3:29])=[O:26], predict the reaction product. The product is: [NH2:1][C:2]1[C:7]([N+:8]([O-:10])=[O:9])=[CH:6][CH:5]=[CH:4][C:3]=1[O:11][CH2:24][C:25]([O:27][C:28]([CH3:31])([CH3:30])[CH3:29])=[O:26].